Dataset: Forward reaction prediction with 1.9M reactions from USPTO patents (1976-2016). Task: Predict the product of the given reaction. (1) Given the reactants [Cl:1][C:2]1[CH:3]=[CH:4][C:5]([F:25])=[C:6]([C:8]2[N:9]=[C:10](O)[C:11]3[CH:17]=[CH:16][C:15]([NH:18][CH2:19][CH2:20][N:21]([CH3:23])[CH3:22])=[N:14][C:12]=3[N:13]=2)[CH:7]=1.C([O-])(O)=O.[Na+].P(Cl)(Cl)([Cl:33])=O, predict the reaction product. The product is: [Cl:33][C:10]1[C:11]2[CH:17]=[CH:16][C:15]([NH:18][CH2:19][CH2:20][N:21]([CH3:23])[CH3:22])=[N:14][C:12]=2[N:13]=[C:8]([C:6]2[CH:7]=[C:2]([Cl:1])[CH:3]=[CH:4][C:5]=2[F:25])[N:9]=1. (2) Given the reactants [CH:1]1([C:6]2[C:7]3[N:8]([CH:13]=[C:14]([CH3:16])[N:15]=3)[N:9]=[C:10]([CH3:12])[CH:11]=2)[CH2:5][CH2:4][CH2:3][CH2:2]1.[CH2:17]([CH:19]([C:22]1[C:23]2[N:24]([C:29](I)=[C:30]([CH3:32])[N:31]=2)[N:25]=[C:26]([CH3:28])[CH:27]=1)[CH2:20][CH3:21])[CH3:18], predict the reaction product. The product is: [CH:1]1([C:6]2[C:7]3[N:8]([C:13]([C:29]4[N:24]5[N:25]=[C:26]([CH3:28])[CH:27]=[C:22]([CH:19]([CH2:17][CH3:18])[CH2:20][CH3:21])[C:23]5=[N:31][C:30]=4[CH3:32])=[C:14]([CH3:16])[N:15]=3)[N:9]=[C:10]([CH3:12])[CH:11]=2)[CH2:2][CH2:3][CH2:4][CH2:5]1. (3) Given the reactants [CH2:1]([N:8]1[C:16]2[C:11](=[CH:12][CH:13]=[CH:14][C:15]=2[C:17]2[CH:22]=[CH:21][C:20]([O:23][C:24]([F:27])([F:26])[F:25])=[CH:19][CH:18]=2)[C:10]([C:28](=[O:34])[C:29]([O:31]CC)=[O:30])=[CH:9]1)[C:2]1[CH:7]=[CH:6][CH:5]=[CH:4][CH:3]=1.[OH-].[K+], predict the reaction product. The product is: [CH2:1]([N:8]1[C:16]2[C:11](=[CH:12][CH:13]=[CH:14][C:15]=2[C:17]2[CH:22]=[CH:21][C:20]([O:23][C:24]([F:27])([F:25])[F:26])=[CH:19][CH:18]=2)[C:10]([C:28](=[O:34])[C:29]([OH:31])=[O:30])=[CH:9]1)[C:2]1[CH:3]=[CH:4][CH:5]=[CH:6][CH:7]=1. (4) Given the reactants [CH:1]1([NH:6][C:7]2[C:12]([NH2:13])=[CH:11][CH:10]=[CH:9][N:8]=2)[CH2:5][CH2:4][CH2:3][CH2:2]1.C(N(CC)CC)C.Cl[C:22](=[O:28])[C:23]([O:25][CH2:26][CH3:27])=[O:24], predict the reaction product. The product is: [CH:1]1([NH:6][C:7]2[C:12]([NH:13][C:22](=[O:28])[C:23]([O:25][CH2:26][CH3:27])=[O:24])=[CH:11][CH:10]=[CH:9][N:8]=2)[CH2:2][CH2:3][CH2:4][CH2:5]1. (5) Given the reactants Br[CH2:2][C:3]1[C:8]([CH:9]2[CH2:11][CH2:10]2)=[CH:7][CH:6]=[CH:5][C:4]=1[N:12]1[C:16](=[O:17])[N:15]([CH3:18])[N:14]=[N:13]1.[CH3:19][O:20][C:21]1[CH:26]=[CH:25][C:24]([N:27]2[CH:31]=[CH:30][C:29]([OH:32])=[N:28]2)=[CH:23][CH:22]=1.C(=O)([O-])[O-].[K+].[K+].C(#N)C, predict the reaction product. The product is: [CH3:19][O:20][C:21]1[CH:22]=[CH:23][C:24]([N:27]2[CH:31]=[CH:30][C:29]([O:32][CH2:2][C:3]3[C:8]([CH:9]4[CH2:11][CH2:10]4)=[CH:7][CH:6]=[CH:5][C:4]=3[N:12]3[C:16](=[O:17])[N:15]([CH3:18])[N:14]=[N:13]3)=[N:28]2)=[CH:25][CH:26]=1. (6) Given the reactants [N:1]1([C:7]2[N:12]=[CH:11][C:10]([NH:13][C:14]([C:16]3[N:17]=[C:18]([C:25]4[CH:30]=[CH:29][CH:28]=[CH:27][CH:26]=4)[O:19][C:20]=3[C:21]([F:24])([F:23])[F:22])=[O:15])=[CH:9][CH:8]=2)[CH2:6][CH2:5][S:4][CH2:3][CH2:2]1.ClC1C=C(C=CC=1)C(OO)=[O:36], predict the reaction product. The product is: [O:36]=[S:4]1[CH2:3][CH2:2][N:1]([C:7]2[N:12]=[CH:11][C:10]([NH:13][C:14]([C:16]3[N:17]=[C:18]([C:25]4[CH:30]=[CH:29][CH:28]=[CH:27][CH:26]=4)[O:19][C:20]=3[C:21]([F:23])([F:24])[F:22])=[O:15])=[CH:9][CH:8]=2)[CH2:6][CH2:5]1. (7) Given the reactants [CH:1]1[CH:6]=[C:5]2[C:7]([C:9](O)([OH:12])[C:10](=[O:11])[C:4]2=[CH:3][CH:2]=1)=[O:8].[CH2:14]([C:17]1[CH:22]=[CH:21][C:20]([OH:23])=[CH:19][CH:18]=1)[CH2:15][CH3:16], predict the reaction product. The product is: [OH:11][C:10]12[C:4]3[C:5](=[CH:6][CH:1]=[CH:2][CH:3]=3)[C:7](=[O:8])[C:9]1([OH:12])[C:19]1[CH:18]=[C:17]([CH2:14][CH2:15][CH3:16])[CH:22]=[CH:21][C:20]=1[O:23]2. (8) Given the reactants [H-].[H-].[H-].[H-].[Li+].[Al+3].[CH:7]([C:10]1([CH2:15][C:16](OC)=[O:17])[O:14][CH2:13][CH2:12][O:11]1)([CH3:9])[CH3:8], predict the reaction product. The product is: [CH:7]([C:10]1([CH2:15][CH2:16][OH:17])[O:14][CH2:13][CH2:12][O:11]1)([CH3:9])[CH3:8]. (9) Given the reactants [S:1]1[C:9]2[CH:8]=[CH:7][N:6]=[CH:5][C:4]=2[CH:3]=[CH:2]1.C([O-])(O)=O.[Na+].OP([O-])([O-])=O.[K+].[K+].[O-]S([O-])(=O)=O.[Mg+2].[Br:28]Br, predict the reaction product. The product is: [Br:28][C:3]1[C:4]2[CH:5]=[N:6][CH:7]=[CH:8][C:9]=2[S:1][CH:2]=1. (10) Given the reactants [CH3:1][S:2](ON=C(Cl)C)(=O)=O.[N:10]1C=CC=CC=1.Cl.[CH2:17]([S:19]([C:22]1[CH:40]=[CH:39][C:25]([O:26][CH:27]2[CH2:31][CH2:30][N:29]([CH:32]3[CH2:37][CH2:36][NH:35][CH2:34][CH2:33]3)[C:28]2=[O:38])=[C:24]([F:41])[CH:23]=1)(=[O:21])=[O:20])[CH3:18].[CH3:42][C:43]#[N:44], predict the reaction product. The product is: [CH2:17]([S:19]([C:22]1[CH:40]=[CH:39][C:25]([O:26][CH:27]2[CH2:31][CH2:30][N:29]([CH:32]3[CH2:33][CH2:34][N:35]([C:1]4[S:2][N:10]=[C:43]([CH3:42])[N:44]=4)[CH2:36][CH2:37]3)[C:28]2=[O:38])=[C:24]([F:41])[CH:23]=1)(=[O:20])=[O:21])[CH3:18].